Binary Classification. Given a drug SMILES string, predict its activity (active/inactive) in a high-throughput screening assay against a specified biological target. From a dataset of Choline transporter screen with 302,306 compounds. (1) The compound is O=C1N(CCC1)CCCNc1nn2c(nnc2cc1)CCC(=O)NCc1ccc(cc1)C. The result is 0 (inactive). (2) The compound is Clc1ccc(NC(=O)CSc2oc3c(n2)cccc3)cc1. The result is 0 (inactive).